This data is from Full USPTO retrosynthesis dataset with 1.9M reactions from patents (1976-2016). The task is: Predict the reactants needed to synthesize the given product. (1) Given the product [CH3:41][O:42][C:43](=[O:48])[CH2:44][CH2:45][CH2:46][NH:1][CH:2]1[CH2:3][CH2:4][CH:5]([CH2:8][NH:9][C:10]2[C:15]([N+:16]([O-:18])=[O:17])=[CH:14][N:13]=[C:12]([NH:19][CH2:20][C:21]3[CH:26]=[CH:25][CH:24]=[CH:23][C:22]=3[O:27][C:28]([F:30])([F:31])[F:29])[N:11]=2)[CH2:6][CH2:7]1, predict the reactants needed to synthesize it. The reactants are: [NH2:1][CH:2]1[CH2:7][CH2:6][CH:5]([CH2:8][NH:9][C:10]2[C:15]([N+:16]([O-:18])=[O:17])=[CH:14][N:13]=[C:12]([NH:19][CH2:20][C:21]3[CH:26]=[CH:25][CH:24]=[CH:23][C:22]=3[O:27][C:28]([F:31])([F:30])[F:29])[N:11]=2)[CH2:4][CH2:3]1.C(N(CC)C(C)C)(C)C.[CH3:41][O:42][C:43](=[O:48])[CH2:44][CH2:45][CH2:46]I. (2) Given the product [Cl:26][C:23]1[CH:24]=[CH:25][C:20]([CH:19]2[CH2:18][C:17](=[O:29])[NH:16][C:15]([CH3:30])=[C:14]2[C:12]([NH:11][C:8]2[CH:9]=[C:10]3[C:5](=[CH:6][CH:7]=2)[NH:4][N:3]=[C:2]3[Cl:1])=[O:13])=[CH:21][C:22]=1[OH:27], predict the reactants needed to synthesize it. The reactants are: [Cl:1][C:2]1[C:10]2[C:5](=[CH:6][CH:7]=[C:8]([NH:11][C:12]([C:14]3[CH:19]([C:20]4[CH:25]=[CH:24][C:23]([Cl:26])=[C:22]([O:27]C)[CH:21]=4)[CH2:18][C:17](=[O:29])[NH:16][C:15]=3[CH3:30])=[O:13])[CH:9]=2)[NH:4][N:3]=1.B(Cl)(Cl)Cl. (3) Given the product [N:3]1[CH:4]=[CH:5][N:6]=[CH:7][C:2]=1[O:14][C:15]1[CH:22]=[CH:21][C:18]([C:19]#[N:20])=[CH:17][CH:16]=1, predict the reactants needed to synthesize it. The reactants are: I[C:2]1[CH:7]=[N:6][CH:5]=[CH:4][N:3]=1.C(=O)([O-])[O-].[Cs+].[Cs+].[OH:14][C:15]1[CH:22]=[CH:21][C:18]([C:19]#[N:20])=[CH:17][CH:16]=1.Cl.CN(C)CC(O)=O. (4) Given the product [CH:1]([O:4][C:5]([N:7]1[C:16]2[C:11](=[N:12][C:13]([C:17]([F:18])([F:19])[F:20])=[CH:14][CH:15]=2)[C@H:10]([N:21]([C:22](=[O:24])[CH3:23])[CH2:31][C:30]2[CH:33]=[C:34]([C:36]([F:38])([F:39])[F:37])[CH:35]=[C:28]([C:27]([F:26])([F:40])[F:41])[CH:29]=2)[CH2:9][C@@H:8]1[CH3:25])=[O:6])([CH3:3])[CH3:2], predict the reactants needed to synthesize it. The reactants are: [CH:1]([O:4][C:5]([N:7]1[C:16]2[C:11](=[N:12][C:13]([C:17]([F:20])([F:19])[F:18])=[CH:14][CH:15]=2)[C@H:10]([NH:21][C:22](=[O:24])[CH3:23])[CH2:9][C@@H:8]1[CH3:25])=[O:6])([CH3:3])[CH3:2].[F:26][C:27]([F:41])([F:40])[C:28]1[CH:29]=[C:30]([CH:33]=[C:34]([C:36]([F:39])([F:38])[F:37])[CH:35]=1)[CH2:31]Br.C[Si](C)(C)[N-][Si](C)(C)C.[Li+]. (5) Given the product [CH:1]1([N:6]2[CH2:7][CH2:8][N:9]([C:12]([C:14]3[CH:15]=[C:16]4[C:20](=[CH:21][CH:22]=3)[N:19]([CH:36]([CH3:38])[CH3:37])[C:18]([C:23]([N:25]3[CH2:30][CH2:29][S:28](=[O:31])(=[O:32])[CH2:27][CH2:26]3)=[O:24])=[CH:17]4)=[O:13])[CH2:10][CH2:11]2)[CH2:2][CH2:3][CH2:4][CH2:5]1, predict the reactants needed to synthesize it. The reactants are: [CH:1]1([N:6]2[CH2:11][CH2:10][N:9]([C:12]([C:14]3[CH:15]=[C:16]4[C:20](=[CH:21][CH:22]=3)[NH:19][C:18]([C:23]([N:25]3[CH2:30][CH2:29][S:28](=[O:32])(=[O:31])[CH2:27][CH2:26]3)=[O:24])=[CH:17]4)=[O:13])[CH2:8][CH2:7]2)[CH2:5][CH2:4][CH2:3][CH2:2]1.[H-].[Na+].Br[CH:36]([CH3:38])[CH3:37]. (6) Given the product [CH3:13][O:12][C:11]1[CH:10]=[C:9]([CH3:14])[C:8]2[NH:7][C:6](=[O:15])[C:5]3[S:16][CH:17]=[CH:18][C:4]=3[C:3]=2[C:2]=1[C:31]1[CH:30]=[CH:29][C:28]([C@H:26]([N:25]([CH3:43])[C:24](=[O:44])[O:23][C:19]([CH3:21])([CH3:20])[CH3:22])[CH3:27])=[CH:33][CH:32]=1, predict the reactants needed to synthesize it. The reactants are: Br[C:2]1[C:3]2[C:4]3[CH:18]=[CH:17][S:16][C:5]=3[C:6](=[O:15])[NH:7][C:8]=2[C:9]([CH3:14])=[CH:10][C:11]=1[O:12][CH3:13].[C:19]([O:23][C:24](=[O:44])[N:25]([CH3:43])[C@@H:26]([C:28]1[CH:33]=[CH:32][C:31](B2OC(C)(C)C(C)(C)O2)=[CH:30][CH:29]=1)[CH3:27])([CH3:22])([CH3:21])[CH3:20]. (7) Given the product [CH:7]1([O:12][C:13]2[CH:14]=[C:15]([N:23]([CH2:31][CH:32]([CH3:34])[CH3:33])[C:24](=[O:30])[O:25][C:26]([CH3:29])([CH3:28])[CH3:27])[C:16]3[N:17]([C:19]([C:44]4[CH:43]=[CH:42][C:41]([C:39](=[O:40])[NH:38][CH:35]5[CH2:37][CH2:36]5)=[CH:46][CH:45]=4)=[N:20][N:21]=3)[N:18]=2)[CH2:11][CH2:10][CH2:9][CH2:8]1, predict the reactants needed to synthesize it. The reactants are: CN(C=O)C.O.[CH:7]1([O:12][C:13]2[CH:14]=[C:15]([N:23]([CH2:31][CH:32]([CH3:34])[CH3:33])[C:24](=[O:30])[O:25][C:26]([CH3:29])([CH3:28])[CH3:27])[C:16]3[N:17]([C:19](I)=[N:20][N:21]=3)[N:18]=2)[CH2:11][CH2:10][CH2:9][CH2:8]1.[CH:35]1([NH:38][C:39]([C:41]2[CH:46]=[CH:45][C:44](B3OC(C)(C)C(C)(C)O3)=[CH:43][CH:42]=2)=[O:40])[CH2:37][CH2:36]1.C(=O)([O-])[O-].[K+].[K+]. (8) Given the product [F:8][C:7]1[C:2]([I:13])=[C:3]2[C:4](=[CH:21][CH:22]=1)[NH:9][CH:10]=[CH:11]2, predict the reactants needed to synthesize it. The reactants are: Cl[C:2]1[C:7]([F:8])=CN=[C:4]2[NH:9][CH:10]=[CH:11][C:3]=12.Cl.[I-:13].[Na+].[OH-].[Na+].O1[CH2:22][CH2:21]OCC1.